Predict the reaction yield, written as a fraction of the theoretical maximum amount of product (1.0 means a 100% yield; for example, 0.34 means a 34% yield). From a dataset of Reaction yield outcomes from USPTO patents with 853,638 reactions. (1) The yield is 0.450. The product is [Br:25][C:26]1[CH:31]=[CH:30][C:29]([CH:21]([N:13]2[CH2:12][CH2:11][C:9]3([O:8][CH2:7][C:6](=[O:16])[N:5]([CH:2]4[CH2:4][CH2:3]4)[CH2:10]3)[CH2:15][CH2:14]2)[C:22]([OH:24])=[O:23])=[C:28]([F:35])[CH:27]=1. The catalyst is ClCCl. The reactants are Cl.[CH:2]1([N:5]2[CH2:10][C:9]3([CH2:15][CH2:14][NH:13][CH2:12][CH2:11]3)[O:8][CH2:7][C:6]2=[O:16])[CH2:4][CH2:3]1.[OH-].[Na+].O.O=[CH:21][C:22]([OH:24])=[O:23].[Br:25][C:26]1[CH:31]=[CH:30][C:29](B(O)O)=[C:28]([F:35])[CH:27]=1. (2) The reactants are [NH2:1][CH:2]([C:4]1[CH:5]=[C:6]([C:20]2[N:25]=[C:24]([CH3:26])[N:23]=[C:22]([N:27](CC3C=CC(OC)=CC=3)CC3C=CC(OC)=CC=3)[N:21]=2)[C:7]([NH:10][C:11]2[CH:12]=[N:13][C:14]([O:18][CH3:19])=[C:15]([F:17])[CH:16]=2)=[N:8][CH:9]=1)[CH3:3].S(O)(C(F)(F)F)(=O)=O.FC(C(O)=O)(F)F.[OH-].[Na+]. No catalyst specified. The product is [NH2:1][CH:2]([C:4]1[CH:5]=[C:6]([C:20]2[N:25]=[C:24]([CH3:26])[N:23]=[C:22]([NH2:27])[N:21]=2)[C:7]([NH:10][C:11]2[CH:12]=[N:13][C:14]([O:18][CH3:19])=[C:15]([F:17])[CH:16]=2)=[N:8][CH:9]=1)[CH3:3]. The yield is 0.880. (3) The reactants are [OH:1][CH:2]([CH3:5])[CH2:3][NH2:4].C[C:7]1([CH3:27])[C:11]([C:12]([OH:14])=O)=[CH:10][NH:9][CH:8]1/[CH:15]=[C:16]1\[C:17](=[O:26])[NH:18][C:19]2[C:24]\1=[CH:23][C:22]([F:25])=[CH:21][CH:20]=2.CN(C(O[N:36]1[N:44]=[N:43]C2C=CC=[N:42][C:37]1=2)=[N+](C)C)C.F[P-](F)(F)(F)(F)F.[CH3:52]CN(C(C)C)C(C)C. The catalyst is CN(C=O)C.C(Cl)(Cl)Cl. The product is [F:25][C:22]1[CH:23]=[C:24]2[C:19](=[CH:20][CH:21]=1)[NH:18][C:17](=[O:26])/[C:16]/2=[CH:15]\[C:8]1[NH:9][C:10]([CH3:52])=[C:11]([C:12]([NH:4][CH2:3][CH:2]([OH:1])[CH2:5][N:44]2[N:43]=[N:42][CH:37]=[N:36]2)=[O:14])[C:7]=1[CH3:27]. The yield is 0.920. (4) The reactants are [OH:1][C:2]1[CH:9]=[CH:8][C:5]([CH:6]=[O:7])=[CH:4][C:3]=1[O:10][CH2:11][CH2:12][OH:13].[N+:14]([O-])([OH:16])=[O:15].CCO. The catalyst is C(O)(=O)C. The product is [OH:1][C:2]1[C:9]([N+:14]([O-:16])=[O:15])=[CH:8][C:5]([CH:6]=[O:7])=[CH:4][C:3]=1[O:10][CH2:11][CH2:12][OH:13]. The yield is 0.887. (5) The catalyst is O1CCCC1. The yield is 0.660. The product is [Si:1]([O:8][C@@H:9]1[C@@:26]2([CH3:27])[C:13](=[CH:14][CH:15]=[C:16]3[C@@H:25]2[CH2:24][CH2:23][C@@:21]2([CH3:22])[C@H:17]3[CH2:18][CH:19]=[C:20]2[CH2:28][O:29][CH2:39][C:40]#[C:41][C:42]([O:45][Si:46]([CH2:47][CH3:48])([CH2:49][CH3:50])[CH2:51][CH3:52])([CH3:43])[CH3:44])[CH2:12][C@@H:11]([O:30][Si:31]([C:34]([CH3:37])([CH3:36])[CH3:35])([CH3:32])[CH3:33])[CH2:10]1)([C:4]([CH3:7])([CH3:6])[CH3:5])([CH3:3])[CH3:2]. The reactants are [Si:1]([O:8][C@@H:9]1[C@@:26]2([CH3:27])[C:13](=[CH:14][CH:15]=[C:16]3[C@@H:25]2[CH2:24][CH2:23][C@@:21]2([CH3:22])[C@H:17]3[CH2:18][CH:19]=[C:20]2[CH2:28][OH:29])[CH2:12][C@@H:11]([O:30][Si:31]([C:34]([CH3:37])([CH3:36])[CH3:35])([CH3:33])[CH3:32])[CH2:10]1)([C:4]([CH3:7])([CH3:6])[CH3:5])([CH3:3])[CH3:2].Br[CH2:39][C:40]#[C:41][C:42]([O:45][Si:46]([CH2:51][CH3:52])([CH2:49][CH3:50])[CH2:47][CH3:48])([CH3:44])[CH3:43].[H-].[Na+].C1OCCOCCOCCOCCOC1. (6) The reactants are [Cl:1][C:2]([Cl:37])([Cl:36])[CH2:3][O:4][C:5](=[O:35])[C:6]1[CH:11]=[CH:10][CH:9]=[CH:8][C:7]=1[CH2:12][S:13][C:14]1[CH:19]=[CH:18][CH:17]=[C:16]([CH2:20][C:21]([O:23]CC2C=CC(C(F)(F)F)=CC=2)=[O:22])[CH:15]=1.ClC(Cl)(Cl)COC(=O)C1C=CC=CC=1CSC1C=CC=C(CC(O)=O)C=1.[F:64][C:65]([F:76])([F:75])[C:66]1[CH:71]=[CH:70][C:69]([CH:72](O)[CH3:73])=[CH:68][CH:67]=1.C(Cl)Cl. The catalyst is CN(C1C=CN=CC=1)C.CCCCCCC.CCOC(C)=O. The product is [Cl:1][C:2]([Cl:36])([Cl:37])[CH2:3][O:4][C:5](=[O:35])[C:6]1[CH:11]=[CH:10][CH:9]=[CH:8][C:7]=1[CH2:12][S:13][C:14]1[CH:19]=[CH:18][CH:17]=[C:16]([CH2:20][C:21]([O:23][CH2:73][CH2:72][C:69]2[CH:68]=[CH:67][C:66]([C:65]([F:64])([F:75])[F:76])=[CH:71][CH:70]=2)=[O:22])[CH:15]=1. The yield is 0.680.